From a dataset of Reaction yield outcomes from USPTO patents with 853,638 reactions. Predict the reaction yield, written as a fraction of the theoretical maximum amount of product (1.0 means a 100% yield; for example, 0.34 means a 34% yield). (1) The reactants are [NH2:1][C:2]1[CH:3]=[C:4]2[C:9](=[CH:10][CH:11]=1)[O:8][CH:7]=[CH:6][C:5]2=[O:12].[Cl:13][C:14]1[CH:19]=[CH:18][C:17]([N:20]=[C:21]=[O:22])=[CH:16][CH:15]=1. The catalyst is C1(C)C=CC=CC=1. The product is [Cl:13][C:14]1[CH:19]=[CH:18][C:17]([NH:20][C:21]([NH:1][C:2]2[CH:3]=[C:4]3[C:9](=[CH:10][CH:11]=2)[O:8][CH:7]=[CH:6][C:5]3=[O:12])=[O:22])=[CH:16][CH:15]=1. The yield is 0.990. (2) The reactants are [Br:1][C:2]1[C:3](F)=[C:4]2[C:10]([NH:11][C:12](=[O:22])[C:13]3[CH:18]=[CH:17][C:16]([O:19][CH3:20])=[C:15]([F:21])[CH:14]=3)=[CH:9][NH:8][C:5]2=[N:6][CH:7]=1.[NH:24]1[CH2:29][CH2:28][CH2:27][C@@H:26]([NH:30][C:31](=[O:37])[O:32][C:33]([CH3:36])([CH3:35])[CH3:34])[CH2:25]1. The catalyst is CCCCO. The product is [Br:1][C:2]1[C:3]([N:24]2[CH2:29][CH2:28][CH2:27][C@@H:26]([NH:30][C:31](=[O:37])[O:32][C:33]([CH3:35])([CH3:34])[CH3:36])[CH2:25]2)=[C:4]2[C:10]([NH:11][C:12](=[O:22])[C:13]3[CH:18]=[CH:17][C:16]([O:19][CH3:20])=[C:15]([F:21])[CH:14]=3)=[CH:9][NH:8][C:5]2=[N:6][CH:7]=1. The yield is 0.270. (3) The reactants are [F:1][C:2]1[CH:7]=[C:6]([F:8])[CH:5]=[CH:4][C:3]=1[C:9]1[O:13][N:12]=[CH:11][C:10]=1[C:14](OCC)=[O:15].[H-].C([Al+]CC(C)C)C(C)C.Cl. The catalyst is O1CCCC1. The product is [F:1][C:2]1[CH:7]=[C:6]([F:8])[CH:5]=[CH:4][C:3]=1[C:9]1[O:13][N:12]=[CH:11][C:10]=1[CH2:14][OH:15]. The yield is 0.840. (4) The reactants are [C:1]([O:5][C:6]([N:8]1[CH2:12][CH2:11][CH2:10][CH:9]1[C:13]1[NH:14][C:15]([C:18]2[CH:23]=[CH:22][C:21]([C:24]3[CH:29]=[CH:28][C:27](Cl)=[CH:26][C:25]=3[C:31]#[N:32])=[CH:20][CH:19]=2)=[CH:16][N:17]=1)=[O:7])([CH3:4])([CH3:3])[CH3:2].[B:33]1([B:33]2[O:37][C:36]([CH3:39])([CH3:38])[C:35]([CH3:41])([CH3:40])[O:34]2)[O:37][C:36]([CH3:39])([CH3:38])[C:35]([CH3:41])([CH3:40])[O:34]1.CC(C1C=C(C(C)C)C(C2C=CC=CC=2P(C2CCCCC2)C2CCCCC2)=C(C(C)C)C=1)C.C([O-])(=O)C.[K+]. The catalyst is O1CCOCC1.C1C=CC(/C=C/C(/C=C/C2C=CC=CC=2)=O)=CC=1.C1C=CC(/C=C/C(/C=C/C2C=CC=CC=2)=O)=CC=1.C1C=CC(/C=C/C(/C=C/C2C=CC=CC=2)=O)=CC=1.[Pd].[Pd]. The product is [C:1]([O:5][C:6]([N:8]1[CH2:12][CH2:11][CH2:10][CH:9]1[C:13]1[NH:14][C:15]([C:18]2[CH:23]=[CH:22][C:21]([C:24]3[CH:29]=[CH:28][C:27]([B:33]4[O:37][C:36]([CH3:39])([CH3:38])[C:35]([CH3:41])([CH3:40])[O:34]4)=[CH:26][C:25]=3[C:31]#[N:32])=[CH:20][CH:19]=2)=[CH:16][N:17]=1)=[O:7])([CH3:4])([CH3:3])[CH3:2]. The yield is 0.780. (5) The reactants are [O:1]=[S:2]1(=[O:16])[CH:6]([CH3:7])[C:5]2[C:8]([Cl:15])=[CH:9][CH:10]=[C:11]([N+:12]([O-])=O)[C:4]=2[NH:3]1.[Sn](Cl)Cl.C([O-])(O)=O.[Na+]. The product is [O:16]=[S:2]1(=[O:1])[CH:6]([CH3:7])[C:5]2[C:8]([Cl:15])=[CH:9][CH:10]=[C:11]([NH2:12])[C:4]=2[NH:3]1. The yield is 0.720. The catalyst is C(O)C. (6) The reactants are [C:1]([O:5][C:6]([NH:8][CH:9]([CH2:14][C:15]1[CH:20]=[CH:19][CH:18]=[C:17]([OH:21])[CH:16]=1)[C:10]([O:12]C)=[O:11])=[O:7])([CH3:4])([CH3:3])[CH3:2].O.[OH-].[Li+]. The catalyst is CO.O. The product is [C:1]([O:5][C:6]([NH:8][CH:9]([CH2:14][C:15]1[CH:20]=[CH:19][CH:18]=[C:17]([OH:21])[CH:16]=1)[C:10]([OH:12])=[O:11])=[O:7])([CH3:4])([CH3:2])[CH3:3]. The yield is 1.00. (7) The reactants are Br[C:2]1[CH:7]=[CH:6][C:5]([N:8]2[C:14]3=[N:15][C:16]4[C:21]([Cl:22])=[CH:20][CH:19]=[C:18]([CH:23]([CH2:26][CH3:27])[CH2:24][CH3:25])[C:17]=4[N:13]3[CH2:12][CH2:11][CH2:10][CH2:9]2)=[C:4]([O:28][C:29]([F:32])([F:31])[F:30])[CH:3]=1.CC(C)([O-])C.[Na+].C(P(C(C)(C)C)C1C=CC=CC=1C1C=CC=CC=1)(C)(C)C.[CH3:60][NH:61][CH3:62]. The catalyst is C1(C)C=CC=CC=1.O.C1C=CC(/C=C/C(/C=C/C2C=CC=CC=2)=O)=CC=1.C1C=CC(/C=C/C(/C=C/C2C=CC=CC=2)=O)=CC=1.C1C=CC(/C=C/C(/C=C/C2C=CC=CC=2)=O)=CC=1.[Pd].[Pd]. The product is [Cl:22][C:21]1[C:16]2[N:15]=[C:14]3[N:8]([C:5]4[CH:6]=[CH:7][C:2]([N:61]([CH3:62])[CH3:60])=[CH:3][C:4]=4[O:28][C:29]([F:32])([F:30])[F:31])[CH2:9][CH2:10][CH2:11][CH2:12][N:13]3[C:17]=2[C:18]([CH:23]([CH2:26][CH3:27])[CH2:24][CH3:25])=[CH:19][CH:20]=1. The yield is 0.470. (8) The reactants are [C:1]([O:5][C:6]([N:8]1[C@H:13]([CH2:14][O:15][Si:16]([C:19]([CH3:22])([CH3:21])[CH3:20])([CH3:18])[CH3:17])[CH:12]=[C:11]([C:23](O)=[O:24])[C@H:10]([OH:26])[CH2:9]1)=[O:7])([CH3:4])([CH3:3])[CH3:2].[CH3:27][NH:28][CH3:29].C1COCC1.CN(C(ON1N=NC2C=CC=NC1=2)=[N+](C)C)C.F[P-](F)(F)(F)(F)F.CCN(C(C)C)C(C)C. The catalyst is CN(C=O)C. The product is [Si:16]([O:15][CH2:14][C@@H:13]1[CH:12]=[C:11]([C:23](=[O:24])[N:28]([CH3:29])[CH3:27])[C@H:10]([OH:26])[CH2:9][N:8]1[C:6]([O:5][C:1]([CH3:4])([CH3:3])[CH3:2])=[O:7])([C:19]([CH3:22])([CH3:21])[CH3:20])([CH3:18])[CH3:17]. The yield is 0.700.